Dataset: NCI-60 drug combinations with 297,098 pairs across 59 cell lines. Task: Regression. Given two drug SMILES strings and cell line genomic features, predict the synergy score measuring deviation from expected non-interaction effect. (1) Drug 1: CNC(=O)C1=NC=CC(=C1)OC2=CC=C(C=C2)NC(=O)NC3=CC(=C(C=C3)Cl)C(F)(F)F. Drug 2: C1C(C(OC1N2C=NC(=NC2=O)N)CO)O. Cell line: A549. Synergy scores: CSS=-0.888, Synergy_ZIP=2.12, Synergy_Bliss=2.26, Synergy_Loewe=-5.26, Synergy_HSA=-2.24. (2) Synergy scores: CSS=3.82, Synergy_ZIP=-3.13, Synergy_Bliss=0.388, Synergy_Loewe=-12.6, Synergy_HSA=0.0711. Cell line: UACC-257. Drug 1: CC1=C(C=C(C=C1)NC(=O)C2=CC=C(C=C2)CN3CCN(CC3)C)NC4=NC=CC(=N4)C5=CN=CC=C5. Drug 2: CCC1(C2=C(COC1=O)C(=O)N3CC4=CC5=C(C=CC(=C5CN(C)C)O)N=C4C3=C2)O.Cl. (3) Drug 1: CN(CC1=CN=C2C(=N1)C(=NC(=N2)N)N)C3=CC=C(C=C3)C(=O)NC(CCC(=O)O)C(=O)O. Drug 2: CC1=C(C(=CC=C1)Cl)NC(=O)C2=CN=C(S2)NC3=CC(=NC(=N3)C)N4CCN(CC4)CCO. Cell line: NCIH23. Synergy scores: CSS=65.0, Synergy_ZIP=0.896, Synergy_Bliss=0.0284, Synergy_Loewe=0.0372, Synergy_HSA=1.93. (4) Drug 1: C1=C(C(=O)NC(=O)N1)F. Drug 2: C1C(C(OC1N2C=NC3=C2NC=NCC3O)CO)O. Cell line: HCT-15. Synergy scores: CSS=39.0, Synergy_ZIP=-1.66, Synergy_Bliss=-5.36, Synergy_Loewe=-13.7, Synergy_HSA=-5.17.